Dataset: Full USPTO retrosynthesis dataset with 1.9M reactions from patents (1976-2016). Task: Predict the reactants needed to synthesize the given product. (1) Given the product [F:32][C:4]([F:3])([F:31])[C:5]1[N:6]=[CH:7][N:8]([C:10]2[CH:11]=[CH:12][C:13]([O:14][CH:15]([C:19]3[CH:28]=[CH:27][C:22]([C:23]([OH:25])=[O:24])=[CH:21][CH:20]=3)[CH2:16][CH2:17][CH3:18])=[CH:29][CH:30]=2)[CH:9]=1, predict the reactants needed to synthesize it. The reactants are: [OH-].[Li+].[F:3][C:4]([F:32])([F:31])[C:5]1[N:6]=[CH:7][N:8]([C:10]2[CH:30]=[CH:29][C:13]([O:14][CH:15]([C:19]3[CH:28]=[CH:27][C:22]([C:23]([O:25]C)=[O:24])=[CH:21][CH:20]=3)[CH2:16][CH2:17][CH3:18])=[CH:12][CH:11]=2)[CH:9]=1.Cl. (2) Given the product [OH:1][CH:2]([CH:18]=[CH2:19])[CH2:3][CH2:4][NH:5][C:6]([C@H:8]1[C:13]([CH3:15])([CH3:14])[CH2:12][O:11][C:10]([CH3:17])([CH3:16])[O:9]1)=[O:7], predict the reactants needed to synthesize it. The reactants are: [O:1]=[CH:2][CH2:3][CH2:4][NH:5][C:6]([C@H:8]1[C:13]([CH3:15])([CH3:14])[CH2:12][O:11][C:10]([CH3:17])([CH3:16])[O:9]1)=[O:7].[CH:18]([Mg]Br)=[CH2:19]. (3) Given the product [NH2:26][C:6]1[C:7]([O:11][C:12]2[CH:17]=[CH:16][C:15]([CH2:18][C:19]([O:21][CH2:22][CH3:23])=[O:20])=[CH:14][C:13]=2[O:24][CH3:25])=[CH:8][CH:9]=[C:10]2[C:5]=1[CH:4]=[C:3]([CH3:29])[N:2]2[CH3:1], predict the reactants needed to synthesize it. The reactants are: [CH3:1][N:2]1[C:10]2[C:5](=[C:6]([N+:26]([O-])=O)[C:7]([O:11][C:12]3[CH:17]=[CH:16][C:15]([CH2:18][C:19]([O:21][CH2:22][CH3:23])=[O:20])=[CH:14][C:13]=3[O:24][CH3:25])=[CH:8][CH:9]=2)[CH:4]=[C:3]1[CH3:29].O.O.[Sn](Cl)(Cl)(Cl)Cl.Cl. (4) Given the product [Cl:18][CH2:19][CH2:20][CH2:21][O:15][C:11]1[CH:10]=[C:9]([O:8][CH2:7][C:1]2[CH:2]=[CH:3][CH:4]=[CH:5][CH:6]=2)[CH:14]=[N:13][CH:12]=1, predict the reactants needed to synthesize it. The reactants are: [C:1]1([CH2:7][O:8][C:9]2[CH:10]=[C:11]([OH:15])[CH:12]=[N:13][CH:14]=2)[CH:6]=[CH:5][CH:4]=[CH:3][CH:2]=1.[H-].[Na+].[Cl:18][CH2:19][CH2:20][CH2:21]I.[Na+].[Cl-]. (5) Given the product [CH2:1]([NH:8][C:9]1[CH:14]=[CH:13][CH:12]=[C:11]([B:16]2[O:20][C:19]([CH3:22])([CH3:21])[C:18]([CH3:24])([CH3:23])[O:17]2)[CH:10]=1)[C:2]1[CH:7]=[CH:6][CH:5]=[CH:4][CH:3]=1, predict the reactants needed to synthesize it. The reactants are: [CH2:1]([NH:8][C:9]1[CH:14]=[CH:13][CH:12]=[C:11](Br)[CH:10]=1)[C:2]1[CH:7]=[CH:6][CH:5]=[CH:4][CH:3]=1.[B:16]1([B:16]2[O:20][C:19]([CH3:22])([CH3:21])[C:18]([CH3:24])([CH3:23])[O:17]2)[O:20][C:19]([CH3:22])([CH3:21])[C:18]([CH3:24])([CH3:23])[O:17]1.C([O-])(=O)C.[K+]. (6) Given the product [Cl:39][C:40]1[CH:41]=[C:42]([CH:47]([N:52]2[CH2:57][CH2:56][CH:55]([CH2:58][O:59][C:60]3[C:72]([CH:73]4[CH2:75][CH2:74]4)=[CH:71][C:63]([C:64]([OH:66])=[O:65])=[C:62]([F:76])[CH:61]=3)[CH2:54][CH2:53]2)[C:48]([F:50])([F:49])[F:51])[CH:43]=[CH:44][C:45]=1[F:46], predict the reactants needed to synthesize it. The reactants are: C1(C2C(OCC3CCN(C(C4C=C(Cl)C=C(Cl)C=4)C(F)(F)F)CC3)=CC(F)=C(C=2)C(OC(C)(C)C)=O)CC1.[Cl:39][C:40]1[CH:41]=[C:42]([CH:47]([N:52]2[CH2:57][CH2:56][CH:55]([CH2:58][O:59][C:60]3[C:72]([CH:73]4[CH2:75][CH2:74]4)=[CH:71][C:63]([C:64]([O:66]C(C)(C)C)=[O:65])=[C:62]([F:76])[CH:61]=3)[CH2:54][CH2:53]2)[C:48]([F:51])([F:50])[F:49])[CH:43]=[CH:44][C:45]=1[F:46]. (7) Given the product [Cl:1][C:2]1[CH:7]=[CH:6][C:5]([NH:8][C:9]2[S:10][CH:11]=[CH:12][N:13]=2)=[CH:4][C:3]=1[O:14][C:23]1[CH2:27][CH2:26][CH2:25][CH:24]=1, predict the reactants needed to synthesize it. The reactants are: [Cl:1][C:2]1[CH:7]=[CH:6][C:5]([NH:8][C:9]2[S:10][CH:11]=[CH:12][N:13]=2)=[CH:4][C:3]=1[OH:14].C([O-])([O-])=O.[Cs+].[Cs+].ClC[C:23]1[CH2:27][CH2:26][CH2:25][CH:24]=1. (8) Given the product [N:1]([CH:4]([C:6]1[N:7]=[C:8]2[S:16][CH:15]=[C:14]([CH3:17])[N:9]2[C:10](=[O:13])[C:11]=1[C:23]1[CH:22]=[N:21][CH:20]=[C:19]([F:18])[CH:24]=1)[CH3:5])=[N+:2]=[N-:3], predict the reactants needed to synthesize it. The reactants are: [N:1]([CH:4]([C:6]1[N:7]=[C:8]2[S:16][CH:15]=[C:14]([CH3:17])[N:9]2[C:10](=[O:13])[C:11]=1Br)[CH3:5])=[N+:2]=[N-:3].[F:18][C:19]1[CH:20]=[N:21][CH:22]=[C:23](B2OC(C)(C)C(C)(C)O2)[CH:24]=1.C(=O)([O-])[O-].[Na+].[Na+].O. (9) Given the product [Br:55][CH2:1][C:2]1[C:3]([C:20]2[CH:25]=[CH:24][CH:23]=[C:22]([C:26]([F:29])([F:27])[F:28])[CH:21]=2)=[N:4][C:5]2[C:10]([C:11]=1[C:12]([O:14][CH3:15])=[O:13])=[CH:9][C:8]([S:16]([CH3:19])(=[O:17])=[O:18])=[CH:7][CH:6]=2, predict the reactants needed to synthesize it. The reactants are: [CH3:1][C:2]1[C:3]([C:20]2[CH:25]=[CH:24][CH:23]=[C:22]([C:26]([F:29])([F:28])[F:27])[CH:21]=2)=[N:4][C:5]2[C:10]([C:11]=1[C:12]([O:14][CH3:15])=[O:13])=[CH:9][C:8]([S:16]([CH3:19])(=[O:18])=[O:17])=[CH:7][CH:6]=2.C(OOC(=O)C1C=CC=CC=1)(=O)C1C=CC=CC=1.C1C(=O)N([Br:55])C(=O)C1. (10) Given the product [CH3:1][O:2][C:3]1[C:11]2[O:10][C:9]([CH3:12])([CH3:13])[CH2:8][C:7]=2[CH:6]=[C:5]([CH2:14][C:15]([NH:40][C:43]([NH:45][C:46]2[CH:51]=[CH:50][CH:49]=[CH:48][CH:47]=2)=[O:28])([CH3:19])[CH3:20])[CH:4]=1, predict the reactants needed to synthesize it. The reactants are: [CH3:1][O:2][C:3]1[C:11]2[O:10][C:9]([CH3:13])([CH3:12])[CH2:8][C:7]=2[CH:6]=[C:5]([CH2:14][C:15]([CH3:20])([CH3:19])C(O)=O)[CH:4]=1.C1(P(N=[N+]=[N-])(C2C=CC=CC=2)=[O:28])C=CC=CC=1.C([N:40]([CH2:43]C)CC)C.[NH2:45][C:46]1[CH:51]=[CH:50][CH:49]=[CH:48][CH:47]=1.